This data is from Full USPTO retrosynthesis dataset with 1.9M reactions from patents (1976-2016). The task is: Predict the reactants needed to synthesize the given product. (1) Given the product [Cl:52][C:38]1[C:39]([NH:41][C@H:42]2[C@H:47]3[CH2:48][C@H:44]([CH2:45][CH2:46]3)[C@H:43]2[C:49]([NH2:51])=[O:50])=[N:40][C:35]([NH:16][C:13]2[CH:14]=[CH:15][C:8]3[CH2:7][CH2:6][CH:5]([NH:4][CH2:3][C:2]([F:17])([F:18])[F:1])[CH2:11][CH2:10][C:9]=3[CH:12]=2)=[N:36][CH:37]=1, predict the reactants needed to synthesize it. The reactants are: [F:1][C:2]([F:18])([F:17])[CH2:3][NH:4][CH:5]1[CH2:11][CH2:10][C:9]2[CH:12]=[C:13]([NH2:16])[CH:14]=[CH:15][C:8]=2[CH2:7][CH2:6]1.CC1(C)[C@]2(CS(O)(=O)=O)C(C[C@H]1CC2)=O.Cl[C:35]1[N:40]=[C:39]([NH:41][C@H:42]2[C@H:47]3[CH2:48][C@H:44]([CH2:45][CH2:46]3)[C@H:43]2[C:49]([NH2:51])=[O:50])[C:38]([Cl:52])=[CH:37][N:36]=1. (2) Given the product [F:12][C:9]1[CH:10]=[CH:11][C:6]([CH:5]2[CH2:4][CH2:3][CH2:2][N:37]3[C:20]([C:23]4[CH:28]=[CH:27][C:26]([C:29]5[O:33][C:32]([CH3:34])=[N:31][CH:30]=5)=[C:25]([O:35][CH3:36])[CH:24]=4)=[N:21][N:22]=[C:18]23)=[CH:7][C:8]=1[O:13][C:14]([F:17])([F:16])[F:15], predict the reactants needed to synthesize it. The reactants are: Cl[CH2:2][CH2:3][CH2:4][CH:5]([C:18]1O[C:20]([C:23]2[CH:28]=[CH:27][C:26]([C:29]3[O:33][C:32]([CH3:34])=[N:31][CH:30]=3)=[C:25]([O:35][CH3:36])[CH:24]=2)=[N:21][N:22]=1)[C:6]1[CH:11]=[CH:10][C:9]([F:12])=[C:8]([O:13][C:14]([F:17])([F:16])[F:15])[CH:7]=1.[N-:37]=[N+]=[N-].[Na+].C1(P(C2C=CC=CC=2)C2C=CC=CC=2)C=CC=CC=1. (3) Given the product [F:18][CH:19]([F:27])[C:20]1[O:24][C:23]([CH2:25][N:14]2[CH2:15][CH2:16][N:12]([C:4]3[S:5][C:6]([C:7]([O:9][CH2:10][CH3:11])=[O:8])=[C:2]([CH3:1])[N:3]=3)[C:13]2=[O:17])=[CH:22][CH:21]=1, predict the reactants needed to synthesize it. The reactants are: [CH3:1][C:2]1[N:3]=[C:4]([N:12]2[CH2:16][CH2:15][NH:14][C:13]2=[O:17])[S:5][C:6]=1[C:7]([O:9][CH2:10][CH3:11])=[O:8].[F:18][CH:19]([F:27])[C:20]1[O:24][C:23]([CH2:25]O)=[CH:22][CH:21]=1.N(C(N(C)C)=O)=NC(N(C)C)=O. (4) The reactants are: [NH2:1][C:2]1[C:7]([O:8][C:9]2[CH:14]=[C:13]([I:15])[C:12]([O:16][CH3:17])=[CH:11][C:10]=2[CH:18]([CH3:20])[CH3:19])=[CH:6][N:5]=[C:4]([NH:21][C:22](=[O:25])[CH2:23]Cl)[N:3]=1.[CH3:26][CH:27]1[O:32][CH:31]([CH3:33])[CH2:30][NH:29][CH2:28]1.[I-].[Na+]. Given the product [NH2:1][C:2]1[C:7]([O:8][C:9]2[CH:14]=[C:13]([I:15])[C:12]([O:16][CH3:17])=[CH:11][C:10]=2[CH:18]([CH3:20])[CH3:19])=[CH:6][N:5]=[C:4]([NH:21][C:22](=[O:25])[CH2:23][N:29]2[CH2:28][CH:27]([CH3:26])[O:32][CH:31]([CH3:33])[CH2:30]2)[N:3]=1, predict the reactants needed to synthesize it.